Dataset: Drug-target binding data from BindingDB using IC50 measurements. Task: Regression. Given a target protein amino acid sequence and a drug SMILES string, predict the binding affinity score between them. We predict pIC50 (pIC50 = -log10(IC50 in M); higher means more potent). Dataset: bindingdb_ic50. (1) The target protein (P31228) has sequence MDTVRIAVVGAGVMGLSTAVCISKMVPGCSITVISDKFTPETTSDVAAGMLIPPTYPDTPIQKQKQWFKETFDHLFAIVNSAEAEDAGVILVSGWQIFQSIPTEEVPYWADVVLGFRKMTKDELKKFPQHVFGHAFTTLKCEGPAYLPWLQKRVKGNGGLILTRRIEDLWELHPSFDIVVNCSGLGSRQLAGDSKIFPVRGQVLKVQAPWVKHFIRDSSGLTYIYPGVSNVTLGGTRQKGDWNLSPDAEISKEILSRCCALEPSLRGAYDLREKVGLRPTRPSVRLEKELLAQDSRRLPVVHHYGHGSGGIAMHWGTALEATRLVNECVQVLRTPAPKSKL. The pIC50 is 5.0. The small molecule is O=c1[nH]oc2cc(Cl)ccc12. (2) The small molecule is Cc1ccc(C(=O)Nc2ccc(CN3CCN(C)CC3)c(C(F)(F)F)c2)cc1C#Cc1ccn2nc(N(C)C)nc2c1. The target protein sequence is MLEICLKLVGCKSKKGLSSSSSCYLEEALQRPVASDFEPQGLSEAARWNSKENLLAGPSENDPNLFVALYDFVASGDNTLSITKGEKLRVLGYNHNGEWCEAQTKNGQGWVPSNYITPVNSLEKHSWYHGPVSRNAAEYLLSSGINGSFLVRESESSPGQRSISLRYEGRVYHYRINTASDGKLYVSSESRFNTLAELVHHHSTVADGLITTLHYPAPKRNKPTVYGVSPNYDKWEMERTDITMKHKLGGGQYGEVYEGVWKKYSLTVAVKTLKEDTMEVEEFLKEAAVMKEIKHPNLVQLLGVCTREPPFYIIIEFMTYGNLLDYLRECNRQEVNAVVLLYMATQISSAMEYLEKKNFIHRDLAARNCLVGENHLVKVADFGLSRLMTGDTYTAHAGAKFPIKWTAPESLAYNKFSIKSDVWAFGVLLWEIATYGMSPYPGIDLSQVYELLEKDYRMERPEGCPEKVYELMRACWQWNPSDRPSFAEIHQAFETMFQES.... The pIC50 is 7.4. (3) The compound is Nc1ncnc2c1ncn2[C@@H]1O[C@H](COS(=O)(=O)NC(=O)CCC2OC(=O)c3ccccc32)[C@@H](O)[C@H]1O. The target protein (P29208) has sequence MRSAQVYRWQIPMDAGVVLRDRRLKTRDGLYVCLREGEREGWGEISPLPGFSQETWEEAQSVLLAWVNNWLAGDCELPQMPSVAFGVSCALAELTDTLPQAANYRAAPLCNGDPDDLILKLADMPGEKVAKVKVGLYEAVRDGMVVNLLLEAIPDLHLRLDANRAWTPLKGQQFAKYVNPDYRDRIAFLEEPCKTRDDSRAFARETGIAIAWDESLREPDFAFVAEEGVRAVVIKPTLTGSLEKVREQVQAAHALGLTAVISSSIESSLGLTQLARIAAWLTPDTIPGLDTLDLMQAQQVRRWPGSTLPVVEVDALERLL. The pIC50 is 4.0.